This data is from CYP2D6 inhibition data for predicting drug metabolism from PubChem BioAssay. The task is: Regression/Classification. Given a drug SMILES string, predict its absorption, distribution, metabolism, or excretion properties. Task type varies by dataset: regression for continuous measurements (e.g., permeability, clearance, half-life) or binary classification for categorical outcomes (e.g., BBB penetration, CYP inhibition). Dataset: cyp2d6_veith. The drug is COc1cc(C)cc(OC)c1/C=C\C(=O)O. The result is 0 (non-inhibitor).